This data is from Full USPTO retrosynthesis dataset with 1.9M reactions from patents (1976-2016). The task is: Predict the reactants needed to synthesize the given product. (1) Given the product [NH:1]1[C:5]2[CH2:6][CH2:7][CH2:8][CH2:9][C:4]=2[N:3]=[C:2]1[C:10]1[C:22]2[C:21]3[C:16](=[CH:17][CH:18]=[CH:19][CH:20]=3)[C:15](=[O:23])[C:14]=2[CH:13]=[CH:12][CH:11]=1, predict the reactants needed to synthesize it. The reactants are: [NH:1]1[CH:5]2[CH2:6][CH2:7][CH2:8][CH2:9][CH:4]2[N:3]=[C:2]1[C:10]1[C:22]2[C:21]3[C:16](=[CH:17][CH:18]=[CH:19][CH:20]=3)[C:15](=[O:23])[C:14]=2[CH:13]=[CH:12][CH:11]=1.O. (2) The reactants are: [Cl:1][C:2]1[CH:25]=[CH:24][C:5]([CH2:6][N:7]2[C:15]3[C:10](=[CH:11][C:12](/[CH:16]=[C:17]4/[C:18](=[O:23])[NH:19][C:20](=[O:22])[S:21]/4)=[CH:13][CH:14]=3)[CH:9]=[N:8]2)=[C:4]([C:26]([F:29])([F:28])[F:27])[CH:3]=1.Br[CH2:31][CH2:32]Cl.[F:34][C@H:35]1[CH2:39][CH2:38][NH:37][CH2:36]1. Given the product [Cl:1][C:2]1[CH:25]=[CH:24][C:5]([CH2:6][N:7]2[C:15]3[C:10](=[CH:11][C:12](/[CH:16]=[C:17]4/[C:18](=[O:23])[N:19]([CH2:39][CH2:38][N:37]5[CH2:32][CH2:31][C@H:35]([F:34])[CH2:36]5)[C:20](=[O:22])[S:21]/4)=[CH:13][CH:14]=3)[CH:9]=[N:8]2)=[C:4]([C:26]([F:27])([F:29])[F:28])[CH:3]=1, predict the reactants needed to synthesize it. (3) Given the product [Cl:25][C:22]1[CH:23]=[CH:24][C:19]([C:3]2[S:7][C:6]([C:8]([NH:26][C:27]3[CH:32]=[CH:31][CH:30]=[CH:29][CH:28]=3)=[O:10])=[N:5][C:4]=2[C:11]2[CH:16]=[CH:15][C:14]([Cl:17])=[CH:13][C:12]=2[Cl:18])=[CH:20][CH:21]=1, predict the reactants needed to synthesize it. The reactants are: C([C:3]1([C:19]2[CH:24]=[CH:23][C:22]([Cl:25])=[CH:21][CH:20]=2)[S:7][CH:6]([C:8]([O-:10])=O)[N:5]=[C:4]1[C:11]1[CH:16]=[CH:15][C:14]([Cl:17])=[CH:13][C:12]=1[Cl:18])C.[NH2:26][C:27]1[CH:32]=[CH:31][CH:30]=[CH:29][CH:28]=1.C[Si](C)(C)[N-][Si](C)(C)C.[Na+].O. (4) The reactants are: [C:1]([C:3]1[CH:4]=[C:5]([NH:9][C:10](=[O:28])[NH:11][C:12]2[CH:17]=[CH:16][C:15]([S:18]([N:21]([CH2:25][CH2:26][OH:27])[CH2:22][CH2:23][OH:24])(=[O:20])=[O:19])=[CH:14][CH:13]=2)[CH:6]=[CH:7][CH:8]=1)#[N:2].[CH2:29]([N:33]1[CH2:38][CH2:37][NH:36][CH2:35][CH2:34]1)[CH2:30][CH2:31][CH3:32]. Given the product [CH2:29]([N:33]1[CH2:38][CH2:37][N:36]([C:1](=[NH:2])[C:3]2[CH:4]=[C:5]([NH:9][C:10](=[O:28])[NH:11][C:12]3[CH:13]=[CH:14][C:15]([S:18]([N:21]([CH2:22][CH2:23][OH:24])[CH2:25][CH2:26][OH:27])(=[O:19])=[O:20])=[CH:16][CH:17]=3)[CH:6]=[CH:7][CH:8]=2)[CH2:35][CH2:34]1)[CH2:30][CH2:31][CH3:32], predict the reactants needed to synthesize it. (5) Given the product [OH:7][CH:1]([C:2]([CH3:4])([CH3:11])[CH3:3])[CH2:20][C:19]([C:22]1[CH:27]=[CH:26][CH:25]=[CH:24][CH:23]=1)=[O:21], predict the reactants needed to synthesize it. The reactants are: [CH3:1][C:2]([O-])([CH3:4])[CH3:3].[K+].[OH2:7].[Li+].[I-].[I-].[CH3:11]N(C)C(=[NH2+])N(C)C.[C:19]([C:22]1[CH:27]=[CH:26][CH:25]=[CH:24][CH:23]=1)(=[O:21])[CH3:20].